Dataset: Catalyst prediction with 721,799 reactions and 888 catalyst types from USPTO. Task: Predict which catalyst facilitates the given reaction. (1) Reactant: [H-].[Na+].[Cl:3][C:4]1[C:13]2[C:8](=[CH:9][CH:10]=[CH:11][CH:12]=2)[CH:7]=[C:6]([OH:14])[N:5]=1.[CH2:15](Br)[CH:16]=[CH2:17]. Product: [CH2:17]([O:14][C:6]1[N:5]=[C:4]([Cl:3])[C:13]2[C:8]([CH:7]=1)=[CH:9][CH:10]=[CH:11][CH:12]=2)[CH:16]=[CH2:15]. The catalyst class is: 39. (2) Reactant: [CH3:1][C:2]12[CH2:14][C:13]3[C:8](=[CH:9][CH:10]=[CH:11][CH:12]=3)[CH:3]1[NH:4][CH2:5][CH2:6][CH2:7]2.[C:15](O)(=O)[CH3:16].C(O[BH-](OC(=O)C)OC(=O)C)(=O)C.[Na+].[OH-].[Na+]. Product: [CH2:15]([N:4]1[CH2:5][CH2:6][CH2:7][C:2]2([CH3:1])[CH2:14][C:13]3[C:8]([CH:3]12)=[CH:9][CH:10]=[CH:11][CH:12]=3)[CH3:16]. The catalyst class is: 26.